This data is from Tyrosyl-DNA phosphodiesterase HTS with 341,365 compounds. The task is: Binary Classification. Given a drug SMILES string, predict its activity (active/inactive) in a high-throughput screening assay against a specified biological target. (1) The molecule is S(=O)(=O)(N(c1ccc(cc1)C)C)c1cc(C(=O)Nc2ccc(N3CCOCC3)cc2)ccc1. The result is 0 (inactive). (2) The drug is O1CCN(C(CC(O)=O)C(OCCCCCCCCC)=O)CC1. The result is 0 (inactive).